Task: Predict the product of the given reaction.. Dataset: Forward reaction prediction with 1.9M reactions from USPTO patents (1976-2016) (1) The product is: [Br:34][CH2:20][C:19]1[N:18]([CH2:22][CH2:23][NH:24][C:25](=[O:31])[O:26][C:27]([CH3:30])([CH3:29])[CH3:28])[N:17]=[C:16]([CH3:32])[C:15]=1[S:14][C:11]1[CH:12]=[CH:13][C:8]([F:7])=[CH:9][CH:10]=1. Given the reactants N1C=CC=CC=1.[F:7][C:8]1[CH:13]=[CH:12][C:11]([S:14][C:15]2[C:16]([CH3:32])=[N:17][N:18]([CH2:22][CH2:23][NH:24][C:25](=[O:31])[O:26][C:27]([CH3:30])([CH3:29])[CH3:28])[C:19]=2[CH2:20]O)=[CH:10][CH:9]=1.P(Br)(Br)[Br:34].O, predict the reaction product. (2) Given the reactants [CH3:1][O:2][C:3]1[CH:8]=[CH:7][C:6]([C:9]([NH:24][C:25]2[O:26][C:27]([CH3:43])([CH3:42])[C:28]([F:41])([F:40])[C@:29]([C:32]3[CH:37]=[C:36](Br)[CH:35]=[CH:34][C:33]=3[F:39])([CH3:31])[N:30]=2)([C:16]2[CH:21]=[CH:20][C:19]([O:22][CH3:23])=[CH:18][CH:17]=2)[C:10]2[CH:15]=[CH:14][CH:13]=[CH:12][CH:11]=2)=[CH:5][CH:4]=1.[CH3:44][C:45]1[CH:46]=[CH:47][CH:48]=[CH:49][C:50]=1[NH2:51], predict the reaction product. The product is: [CH3:1][O:2][C:3]1[CH:8]=[CH:7][C:6]([C:9]([NH:24][C:25]2[O:26][C:27]([CH3:43])([CH3:42])[C:28]([F:41])([F:40])[C@:29]([C:32]3[CH:37]=[C:36]([NH:51][C:50]4[CH:49]=[CH:48][CH:47]=[CH:46][C:45]=4[CH3:44])[CH:35]=[CH:34][C:33]=3[F:39])([CH3:31])[N:30]=2)([C:16]2[CH:21]=[CH:20][C:19]([O:22][CH3:23])=[CH:18][CH:17]=2)[C:10]2[CH:15]=[CH:14][CH:13]=[CH:12][CH:11]=2)=[CH:5][CH:4]=1. (3) Given the reactants [CH:1]([N:4]1[CH2:9][CH2:8][NH:7][CH2:6][CH2:5]1)([CH3:3])[CH3:2].Br[CH2:11][C:12]1[CH:17]=[CH:16][C:15]([NH:18][C:19](=[O:24])[C:20]([F:23])([F:22])[F:21])=[CH:14][C:13]=1[C:25]([F:28])([F:27])[F:26], predict the reaction product. The product is: [F:21][C:20]([F:22])([F:23])[C:19]([NH:18][C:15]1[CH:16]=[CH:17][C:12]([CH2:11][N:7]2[CH2:8][CH2:9][N:4]([CH:1]([CH3:3])[CH3:2])[CH2:5][CH2:6]2)=[C:13]([C:25]([F:27])([F:26])[F:28])[CH:14]=1)=[O:24].